Regression. Given a peptide amino acid sequence and an MHC pseudo amino acid sequence, predict their binding affinity value. This is MHC class II binding data. From a dataset of Peptide-MHC class II binding affinity with 134,281 pairs from IEDB. (1) The peptide sequence is FQEFMIVPSGAPSFT. The MHC is HLA-DPA10103-DPB10401 with pseudo-sequence HLA-DPA10103-DPB10401. The binding affinity (normalized) is 0.465. (2) The peptide sequence is ISATPEWATPFPHRK. The MHC is HLA-DQA10401-DQB10402 with pseudo-sequence HLA-DQA10401-DQB10402. The binding affinity (normalized) is 0.359. (3) The peptide sequence is AAAGLAAAAPLESRQ. The MHC is DRB1_0901 with pseudo-sequence DRB1_0901. The binding affinity (normalized) is 0.552. (4) The peptide sequence is GNIVSSVNTTSKMLL. The MHC is DRB1_0802 with pseudo-sequence DRB1_0802. The binding affinity (normalized) is 0.816. (5) The peptide sequence is TKKFDEVVKANGGYL. The MHC is HLA-DQA10301-DQB10301 with pseudo-sequence HLA-DQA10301-DQB10301. The binding affinity (normalized) is 0.185. (6) The peptide sequence is DNGVMSEQGSFYCDP. The MHC is DRB1_0101 with pseudo-sequence DRB1_0101. The binding affinity (normalized) is 0.